From a dataset of Full USPTO retrosynthesis dataset with 1.9M reactions from patents (1976-2016). Predict the reactants needed to synthesize the given product. (1) Given the product [F:31][C:32]1[CH:33]=[CH:34][C:35]([C:38]2[N:39]=[C:40]3[CH:45]=[CH:44][CH:43]=[CH:42][N:41]3[C:46]=2[C:47]2[CH:48]=[CH:49][C:50]3[N:51]([CH:53]=[C:54]([NH2:56])[N:55]=3)[N:52]=2)=[CH:36][CH:37]=1, predict the reactants needed to synthesize it. The reactants are: FC1C=CC(C2N=CN(CCN3CCOCC3)C=2C2C=CC3N(C=C(N)N=3)N=2)=CC=1.[F:31][C:32]1[CH:37]=[CH:36][C:35]([C:38]2[N:39]=[C:40]3[CH:45]=[CH:44][CH:43]=[CH:42][N:41]3[C:46]=2[C:47]2[CH:48]=[CH:49][C:50]3[N:51]([CH:53]=[C:54]([NH:56]C(=O)C)[N:55]=3)[N:52]=2)=[CH:34][CH:33]=1.Cl. (2) Given the product [Cl:34][C:2]1[CH:7]=[CH:6][C:5]([S:8]([CH:11]([C:21]2[CH:26]=[C:25]([F:27])[CH:24]=[CH:23][C:22]=2[F:28])[C:12]2[CH:13]=[CH:14][C:15]([C:16]([NH2:17])=[O:30])=[CH:18][N:33]=2)(=[O:10])=[O:9])=[CH:4][CH:3]=1, predict the reactants needed to synthesize it. The reactants are: Cl[C:2]1[CH:7]=[CH:6][C:5]([S:8]([CH:11]([C:21]2[CH:26]=[C:25]([F:27])[CH:24]=[CH:23][C:22]=2[F:28])[C:12]2[N:17]=[CH:16][C:15]([C:18](O)=O)=[CH:14][CH:13]=2)(=[O:10])=[O:9])=[CH:4][CH:3]=1.S(Cl)(Cl)=[O:30].[NH3:33].[ClH:34]. (3) Given the product [F:19][C:13]1[CH:14]=[CH:15][C:16]([F:18])=[CH:17][C:12]=1[CH2:11][C:10]1[O:9][N:8]=[C:2]([C:3]([O:5][CH2:6][CH3:7])=[O:4])[N:1]=1, predict the reactants needed to synthesize it. The reactants are: [NH2:1]/[C:2](=[N:8]\[O:9][C:10](=O)[CH2:11][C:12]1[CH:17]=[C:16]([F:18])[CH:15]=[CH:14][C:13]=1[F:19])/[C:3]([O:5][CH2:6][CH3:7])=[O:4]. (4) The reactants are: N1C=CC=CC=1.[Cl:7][C:8]1[N:16]=[CH:15][N:14]=[C:13]2[C:9]=1[N:10]=[CH:11][N:12]2[C@@H:17]1[CH2:21][C@H:20]([OH:22])[CH:19]=[CH:18]1.Cl[C:24]([O:26][CH2:27][CH3:28])=[O:25]. Given the product [CH2:27]([O:26][C:24](=[O:25])[O:22][C@H:20]1[CH2:21][C@@H:17]([N:12]2[CH:11]=[N:10][C:9]3[C:13]2=[N:14][CH:15]=[N:16][C:8]=3[Cl:7])[CH:18]=[CH:19]1)[CH3:28], predict the reactants needed to synthesize it. (5) Given the product [Br:20][CH:6]1[CH2:5][N:4]([C:9]([O:11][CH2:12][C:13]2[CH:18]=[CH:17][CH:16]=[CH:15][CH:14]=2)=[O:10])[CH2:3][C:2]([CH3:19])([CH3:1])[C:7]1=[O:8], predict the reactants needed to synthesize it. The reactants are: [CH3:1][C:2]1([CH3:19])[C:7](=[O:8])[CH2:6][CH2:5][N:4]([C:9]([O:11][CH2:12][C:13]2[CH:18]=[CH:17][CH:16]=[CH:15][CH:14]=2)=[O:10])[CH2:3]1.[Br-:20].[Br-].[Br-].C1([N+](C)(C)C)C=CC=CC=1.C1([N+](C)(C)C)C=CC=CC=1.C1([N+](C)(C)C)C=CC=CC=1. (6) Given the product [CH3:22][C:17]1([CH3:23])[C:18]([CH3:21])([CH3:20])[O:19][B:15]([C:2]2[CH:7]=[CH:6][C:5]([C:8]3([C:11]([F:14])([F:13])[F:12])[CH2:10][CH2:9]3)=[CH:4][CH:3]=2)[O:16]1, predict the reactants needed to synthesize it. The reactants are: Br[C:2]1[CH:7]=[CH:6][C:5]([C:8]2([C:11]([F:14])([F:13])[F:12])[CH2:10][CH2:9]2)=[CH:4][CH:3]=1.[B:15]1([B:15]2[O:19][C:18]([CH3:21])([CH3:20])[C:17]([CH3:23])([CH3:22])[O:16]2)[O:19][C:18]([CH3:21])([CH3:20])[C:17]([CH3:23])([CH3:22])[O:16]1.C([O-])(=O)C.[K+]. (7) Given the product [ClH:1].[CH2:7]1[C:6]2([CH2:5][CH2:4][NH:12][CH2:13][C@H:14]2[OH:25])[CH2:8]1, predict the reactants needed to synthesize it. The reactants are: [Cl:1]C1C=[C:4]([N:12]2CCN(C[C@@H](O)CC(O)=O)[C:14](=[O:25])[C@@H:13]2C)[CH:5]=[CH:6][C:7]=1[C:8](F)(F)F.C1C2(CCNC[C@H]2O)C1.